Dataset: Reaction yield outcomes from USPTO patents with 853,638 reactions. Task: Predict the reaction yield, written as a fraction of the theoretical maximum amount of product (1.0 means a 100% yield; for example, 0.34 means a 34% yield). (1) The reactants are [C:1]1([C:6]2[CH:7]=[CH:8][C:9]([C:17]([OH:19])=[O:18])=[N:10][C:11]=2[O:12][CH2:13][CH:14]2[CH2:16][CH2:15]2)[CH2:5][CH2:4][CH2:3][CH:2]=1.[H][H]. The catalyst is C(O)C.[Pd]. The product is [CH:1]1([C:6]2[CH:7]=[CH:8][C:9]([C:17]([OH:19])=[O:18])=[N:10][C:11]=2[O:12][CH2:13][CH:14]2[CH2:15][CH2:16]2)[CH2:2][CH2:3][CH2:4][CH2:5]1. The yield is 0.790. (2) The reactants are [H-].[Na+].[CH2:3]([O:5][C:6](=[O:22])/[CH:7]=[CH:8]/[C:9]1[C:17]2[C:16]([C:18]([O:20][CH3:21])=[O:19])=[CH:15][CH:14]=[CH:13][C:12]=2[NH:11][CH:10]=1)[CH3:4].Br[CH2:24][C:25]1[CH:30]=[C:29]([Cl:31])[CH:28]=[CH:27][C:26]=1[O:32][CH2:33][C:34]1[CH:39]=[CH:38][C:37]([Cl:40])=[CH:36][C:35]=1[F:41]. The catalyst is CN(C=O)C. The product is [Cl:31][C:29]1[CH:28]=[CH:27][C:26]([O:32][CH2:33][C:34]2[CH:39]=[CH:38][C:37]([Cl:40])=[CH:36][C:35]=2[F:41])=[C:25]([CH:30]=1)[CH2:24][N:11]1[C:12]2[CH:13]=[CH:14][CH:15]=[C:16]([C:18]([O:20][CH3:21])=[O:19])[C:17]=2[C:9](/[CH:8]=[CH:7]/[C:6]([O:5][CH2:3][CH3:4])=[O:22])=[CH:10]1. The yield is 0.940.